Dataset: Full USPTO retrosynthesis dataset with 1.9M reactions from patents (1976-2016). Task: Predict the reactants needed to synthesize the given product. (1) Given the product [CH3:1][C:2]1([CH3:21])[N:6]([CH2:33][C:31](=[O:32])[C:28]2[CH:29]=[CH:30][C:25]([CH3:24])=[CH:26][CH:27]=2)[C:5](=[O:7])[N:4]([C:8]([C:10]2[C:19]3[C:14](=[CH:15][CH:16]=[CH:17][CH:18]=3)[CH:13]=[CH:12][CH:11]=2)=[O:9])[C:3]1=[O:20], predict the reactants needed to synthesize it. The reactants are: [CH3:1][C:2]1([CH3:21])[NH:6][C:5](=[O:7])[N:4]([C:8]([C:10]2[C:19]3[C:14](=[CH:15][CH:16]=[CH:17][CH:18]=3)[CH:13]=[CH:12][CH:11]=2)=[O:9])[C:3]1=[O:20].[H-].[Na+].[CH3:24][C:25]1[CH:30]=[CH:29][C:28]([C:31]([CH2:33]Br)=[O:32])=[CH:27][CH:26]=1.C(OCC)(=O)C. (2) Given the product [CH:1]([C:4]1[N:5]=[C:6]2[C:11]([C:12]([F:15])([F:14])[F:13])=[CH:10][CH:9]=[CH:8][N:7]2[C:16]=1[C:17]1[CH:22]=[CH:21][CH:20]=[C:19]([O:23][C:29]2[CH:30]=[CH:25][CH:26]=[C:27]([S:31]([C:34]([F:35])([F:37])[F:36])(=[O:33])=[O:32])[CH:28]=2)[CH:18]=1)([CH3:3])[CH3:2], predict the reactants needed to synthesize it. The reactants are: [CH:1]([C:4]1[N:5]=[C:6]2[C:11]([C:12]([F:15])([F:14])[F:13])=[CH:10][CH:9]=[CH:8][N:7]2[C:16]=1[C:17]1[CH:18]=[C:19]([OH:23])[CH:20]=[CH:21][CH:22]=1)([CH3:3])[CH3:2].F[C:25]1[CH:30]=[CH:29][CH:28]=[C:27]([S:31]([C:34]([F:37])([F:36])[F:35])(=[O:33])=[O:32])[CH:26]=1.C(=O)([O-])[O-].[K+].[K+]. (3) Given the product [O:23]=[C:18]1[NH:19][C:20](=[O:22])[C:21](=[CH:1][C:3]2[O:7][C:6]([C:8]3[CH:9]=[N:10][CH:11]=[C:12]([CH:16]=3)[C:13]([OH:15])=[O:14])=[CH:5][CH:4]=2)[S:17]1, predict the reactants needed to synthesize it. The reactants are: [CH:1]([C:3]1[O:7][C:6]([C:8]2[CH:9]=[N:10][CH:11]=[C:12]([CH:16]=2)[C:13]([OH:15])=[O:14])=[CH:5][CH:4]=1)=O.[S:17]1[CH2:21][C:20](=[O:22])[NH:19][C:18]1=[O:23]. (4) The reactants are: [CH2:1]([O:3][C:4]([C:6]1([C:25]([O:27][CH2:28][CH3:29])=[O:26])[CH2:10][CH2:9][CH2:8][N:7]1[C:11]1[CH:12]=[N:13][C:14]([O:17][C:18]2[CH:23]=[CH:22][C:21](Br)=[CH:20][CH:19]=2)=[CH:15][CH:16]=1)=[O:5])[CH3:2].[CH:30]([Sn](CCCC)(CCCC)CCCC)=[CH2:31]. Given the product [CH2:1]([O:3][C:4]([C:6]1([C:25]([O:27][CH2:28][CH3:29])=[O:26])[CH2:10][CH2:9][CH2:8][N:7]1[C:11]1[CH:12]=[N:13][C:14]([O:17][C:18]2[CH:23]=[CH:22][C:21]([CH:30]=[CH2:31])=[CH:20][CH:19]=2)=[CH:15][CH:16]=1)=[O:5])[CH3:2], predict the reactants needed to synthesize it. (5) The reactants are: [C:1]([O:5][C:6]([N:8]1[CH2:13][CH2:12][NH:11][CH2:10][C@@H:9]1[CH3:14])=[O:7])([CH3:4])([CH3:3])[CH3:2].F[C:16]1[CH:24]=[CH:23][CH:22]=[CH:21][C:17]=1[C:18]([OH:20])=[O:19].C1CCN2C(=NCCC2)CC1. Given the product [C:1]([O:5][C:6]([N:8]1[CH2:13][CH2:12][N:11]([C:16]2[CH:24]=[CH:23][CH:22]=[CH:21][C:17]=2[C:18]([OH:20])=[O:19])[CH2:10][C@@H:9]1[CH3:14])=[O:7])([CH3:4])([CH3:2])[CH3:3], predict the reactants needed to synthesize it. (6) Given the product [I:1][C:2]1[C:10]2[C:5](=[CH:6][CH:7]=[CH:8][C:9]=2[N+:11]([O-:13])=[O:12])[N:4]([CH2:15][C:16]2[CH:21]=[CH:20][CH:19]=[C:18]([C:22]([F:23])([F:24])[F:25])[CH:17]=2)[N:3]=1, predict the reactants needed to synthesize it. The reactants are: [I:1][C:2]1[C:10]2[C:5](=[CH:6][CH:7]=[CH:8][C:9]=2[N+:11]([O-:13])=[O:12])[NH:4][N:3]=1.Br[CH2:15][C:16]1[CH:21]=[CH:20][CH:19]=[C:18]([C:22]([F:25])([F:24])[F:23])[CH:17]=1.C(N=C(N(C)C)N(C)C)(C)(C)C. (7) Given the product [CH3:35][C@H:36]1[NH:37][C@@H:38]([CH3:42])[CH2:39][N:40]([C:4]2[S:5][C:6](=[CH:10][C:11]3[CH:12]=[C:13]4[C:17](=[CH:18][CH:19]=3)[N:16]([CH2:20][C:21]3[CH:26]=[CH:25][C:24]([C:27]([OH:30])([CH3:28])[CH3:29])=[CH:23][C:22]=3[C:31]([F:32])([F:33])[F:34])[N:15]=[CH:14]4)[C:7](=[O:9])[N:8]=2)[CH2:41]1, predict the reactants needed to synthesize it. The reactants are: C(S[C:4]1[S:5][C:6](=[CH:10][C:11]2[CH:12]=[C:13]3[C:17](=[CH:18][CH:19]=2)[N:16]([CH2:20][C:21]2[CH:26]=[CH:25][C:24]([C:27]([OH:30])([CH3:29])[CH3:28])=[CH:23][C:22]=2[C:31]([F:34])([F:33])[F:32])[N:15]=[CH:14]3)[C:7](=[O:9])[N:8]=1)C.[CH3:35][C@@H:36]1[CH2:41][NH:40][CH2:39][C@H:38]([CH3:42])[NH:37]1.